From a dataset of Peptide-MHC class II binding affinity with 134,281 pairs from IEDB. Regression. Given a peptide amino acid sequence and an MHC pseudo amino acid sequence, predict their binding affinity value. This is MHC class II binding data. (1) The peptide sequence is KLLVSAVSQITESFV. The MHC is DRB1_0101 with pseudo-sequence DRB1_0101. The binding affinity (normalized) is 0.748. (2) The peptide sequence is IQARAAALAFEQAYA. The MHC is HLA-DQA10201-DQB10202 with pseudo-sequence HLA-DQA10201-DQB10202. The binding affinity (normalized) is 0.139.